Dataset: NCI-60 drug combinations with 297,098 pairs across 59 cell lines. Task: Regression. Given two drug SMILES strings and cell line genomic features, predict the synergy score measuring deviation from expected non-interaction effect. (1) Drug 1: C1CC(C1)(C(=O)O)C(=O)O.[NH2-].[NH2-].[Pt+2]. Drug 2: CCN(CC)CCNC(=O)C1=C(NC(=C1C)C=C2C3=C(C=CC(=C3)F)NC2=O)C. Cell line: IGROV1. Synergy scores: CSS=9.94, Synergy_ZIP=0.467, Synergy_Bliss=3.11, Synergy_Loewe=-1.07, Synergy_HSA=-2.02. (2) Drug 1: CC1=CC=C(C=C1)C2=CC(=NN2C3=CC=C(C=C3)S(=O)(=O)N)C(F)(F)F. Drug 2: CC12CCC3C(C1CCC2O)C(CC4=C3C=CC(=C4)O)CCCCCCCCCS(=O)CCCC(C(F)(F)F)(F)F. Cell line: OVCAR3. Synergy scores: CSS=10.1, Synergy_ZIP=-3.00, Synergy_Bliss=-0.614, Synergy_Loewe=-0.215, Synergy_HSA=-1.12. (3) Drug 1: CN1C(=O)N2C=NC(=C2N=N1)C(=O)N. Drug 2: C(CN)CNCCSP(=O)(O)O. Cell line: UO-31. Synergy scores: CSS=6.11, Synergy_ZIP=-3.50, Synergy_Bliss=-2.28, Synergy_Loewe=-1.12, Synergy_HSA=-1.12. (4) Drug 1: CCN(CC)CCCC(C)NC1=C2C=C(C=CC2=NC3=C1C=CC(=C3)Cl)OC. Drug 2: CCC1(C2=C(COC1=O)C(=O)N3CC4=CC5=C(C=CC(=C5CN(C)C)O)N=C4C3=C2)O.Cl. Cell line: CCRF-CEM. Synergy scores: CSS=59.2, Synergy_ZIP=-2.23, Synergy_Bliss=-5.73, Synergy_Loewe=-34.8, Synergy_HSA=-5.37.